Dataset: TCR-epitope binding with 47,182 pairs between 192 epitopes and 23,139 TCRs. Task: Binary Classification. Given a T-cell receptor sequence (or CDR3 region) and an epitope sequence, predict whether binding occurs between them. (1) The epitope is TSDLATNNLVVMAY. The TCR CDR3 sequence is CASSLDSPSYNEQFF. Result: 0 (the TCR does not bind to the epitope). (2) The epitope is YLQPRTFLL. The TCR CDR3 sequence is CASSSDIQQFF. Result: 1 (the TCR binds to the epitope). (3) The epitope is FLRGRAYGL. The TCR CDR3 sequence is CASSKAGTYNEQFF. Result: 0 (the TCR does not bind to the epitope). (4) The TCR CDR3 sequence is CSADDRTSGNTIYF. The epitope is LEPLVDLPI. Result: 0 (the TCR does not bind to the epitope). (5) The epitope is TPINLVRDL. The TCR CDR3 sequence is CASSLAGGNEQFF. Result: 1 (the TCR binds to the epitope). (6) The epitope is IPIQASLPF. The TCR CDR3 sequence is CASSLGGGPADEQYF. Result: 1 (the TCR binds to the epitope). (7) The epitope is IPIQASLPF. The TCR CDR3 sequence is CASSLAPPSGELFF. Result: 0 (the TCR does not bind to the epitope). (8) Result: 0 (the TCR does not bind to the epitope). The TCR CDR3 sequence is CASSFEAEETQYF. The epitope is TVYDPLQPELDSFK.